From a dataset of Catalyst prediction with 721,799 reactions and 888 catalyst types from USPTO. Predict which catalyst facilitates the given reaction. (1) Reactant: [CH3:1][N:2]1[CH2:7][CH2:6][CH2:5][CH:4]([CH2:8][OH:9])[CH2:3]1.[C:10]1([CH3:20])[CH:15]=[CH:14][C:13]([S:16](Cl)(=[O:18])=[O:17])=[CH:12][CH:11]=1.CCN(CC)CC. Product: [CH3:1][N:2]1[CH2:7][CH2:6][CH2:5][CH:4]([CH2:8][O:9][S:16]([C:13]2[CH:14]=[CH:15][C:10]([CH3:20])=[CH:11][CH:12]=2)(=[O:18])=[O:17])[CH2:3]1. The catalyst class is: 143. (2) Reactant: [F:1][C:2]1[CH:7]=[CH:6][C:5]([N:8]2[CH2:17][CH2:16][C:15]3[C:10](=[CH:11][CH:12]=[C:13]([OH:18])[CH:14]=3)[CH:9]2[CH2:19][C:20]2[CH:25]=[CH:24][C:23]([O:26][CH2:27][CH2:28][CH:29]3[CH2:34][CH2:33][CH2:32][CH2:31][NH:30]3)=[CH:22][CH:21]=2)=[CH:4][CH:3]=1.[H-].[Na+].Br[CH2:38][C:39]([NH2:41])=[O:40]. Product: [F:1][C:2]1[CH:7]=[CH:6][C:5]([N:8]2[CH2:17][CH2:16][C:15]3[C:10](=[CH:11][CH:12]=[C:13]([O:18][CH2:38][C:39]([NH2:41])=[O:40])[CH:14]=3)[CH:9]2[CH2:19][C:20]2[CH:25]=[CH:24][C:23]([O:26][CH2:27][CH2:28][CH:29]3[CH2:34][CH2:33][CH2:32][CH2:31][NH:30]3)=[CH:22][CH:21]=2)=[CH:4][CH:3]=1. The catalyst class is: 118. (3) Reactant: Cl[C:2]1[C:11]([CH3:12])=[C:10]([Cl:13])[C:9]2[C:4](=[CH:5][C:6]([F:15])=[CH:7][C:8]=2[F:14])[N:3]=1.[CH3:16][C:17]1[CH:22]=[C:21](B(O)O)[CH:20]=[CH:19][N:18]=1.C(=O)([O-])[O-].[K+].[K+]. Product: [Cl:13][C:10]1[C:9]2[C:4](=[CH:5][C:6]([F:15])=[CH:7][C:8]=2[F:14])[N:3]=[C:2]([C:21]2[CH:20]=[CH:19][N:18]=[C:17]([CH3:16])[CH:22]=2)[C:11]=1[CH3:12]. The catalyst class is: 11. (4) Reactant: [Cl:1][C:2]1[CH:3]=[C:4]([NH:17][C:18]2[C:27]3[C:22](=[CH:23][CH:24]=[C:25](C=O)[CH:26]=3)[N:21]=[CH:20][N:19]=2)[CH:5]=[CH:6][C:7]=1[O:8][CH2:9][C:10]1[CH:15]=[CH:14][CH:13]=[C:12]([F:16])[CH:11]=1.C(OC([CH2:37][CH2:38][NH:39][CH2:40][CH2:41][O:42][NH2:43])=O)(C)(C)C.Cl.[C:45](=[O:48])(O)[O-:46].[Na+]. Product: [Cl:1][C:2]1[CH:3]=[C:4]([NH:17][C:18]2[C:27]3[CH2:26][C:25](=[N:43][O:42][CH2:41][CH2:40][N:39]([C:45]([O:46][C:10]([CH3:15])([CH3:11])[CH3:9])=[O:48])[CH2:38][CH3:37])[CH:24]=[CH:23][C:22]=3[N:21]=[CH:20][N:19]=2)[CH:5]=[CH:6][C:7]=1[O:8][CH2:9][C:10]1[CH:15]=[CH:14][CH:13]=[C:12]([F:16])[CH:11]=1. The catalyst class is: 7. (5) Reactant: [Cl:1][C:2]1[N:7]=[C:6](Cl)[C:5]([F:9])=[CH:4][N:3]=1.[CH3:10][N:11]([CH3:18])[C:12]1[NH:16][N:15]=[C:14]([NH2:17])[CH:13]=1.CCN(C(C)C)C(C)C. Product: [Cl:1][C:2]1[N:7]=[C:6]([NH:17][C:14]2[CH:13]=[C:12]([N:11]([CH3:18])[CH3:10])[NH:16][N:15]=2)[C:5]([F:9])=[CH:4][N:3]=1. The catalyst class is: 8. (6) Reactant: [Cl:1][C:2]1[C:11]([C:12](OC2C(F)=C(F)C(F)=C(F)C=2F)=[O:13])=[C:10]([NH:26][CH2:27][C:28]2[CH:33]=[CH:32][C:31]([O:34][CH3:35])=[C:30]([Cl:36])[CH:29]=2)[C:9]2[C:4](=[CH:5][CH:6]=[C:7]([C:37]#[N:38])[CH:8]=2)[N:3]=1.C(N(CC)CC)C.[CH2:46]([NH2:49])[CH2:47][NH2:48]. Product: [NH2:48][CH2:47][CH2:46][NH:49][C:12]([C:11]1[C:2]([Cl:1])=[N:3][C:4]2[C:9]([C:10]=1[NH:26][CH2:27][C:28]1[CH:33]=[CH:32][C:31]([O:34][CH3:35])=[C:30]([Cl:36])[CH:29]=1)=[CH:8][C:7]([C:37]#[N:38])=[CH:6][CH:5]=2)=[O:13]. The catalyst class is: 1.